Dataset: Tyrosyl-DNA phosphodiesterase HTS with 341,365 compounds. Task: Binary Classification. Given a drug SMILES string, predict its activity (active/inactive) in a high-throughput screening assay against a specified biological target. (1) The molecule is S(=O)(=O)(NCc1oc(cc1)/C=C(/C(=O)NCc1ccccc1)C#N)c1ccccc1. The result is 0 (inactive). (2) The drug is S(c1ccc(cc1)C)c1ncccc1/C=N\O. The result is 0 (inactive). (3) The molecule is Clc1n2c(nc3c2cccc3)c(c(c1CCCC)C)C#N. The result is 0 (inactive). (4) The compound is o1c(CN2CCN(CC2)C(=O)c2occc2)cc(=O)c(OCC(=O)NC(C)(C)C)c1. The result is 0 (inactive). (5) The drug is Oc1cc(n(c(=O)c1C(OC)=O)c1ccccc1)C(C)(C)C. The result is 0 (inactive). (6) The molecule is s1c(NC(=O)CN2CCOCC2)c(c(c1C)C)C(=O)c1ccccc1. The result is 0 (inactive).